This data is from Catalyst prediction with 721,799 reactions and 888 catalyst types from USPTO. The task is: Predict which catalyst facilitates the given reaction. (1) Reactant: Cl[C:2]1[C:3]([C:18]2[N:22]([CH3:23])[C:21]3[CH:24]=[CH:25][CH:26]=[CH:27][C:20]=3[N:19]=2)=[N:4][C:5]([N:8]2[CH2:13][CH2:12][N:11]([C:14]([NH:16][CH3:17])=[O:15])[CH2:10][CH2:9]2)=[N:6][CH:7]=1.[OH-].[Na+].CCOC(C)=O. Product: [CH3:17][NH:16][C:14]([N:11]1[CH2:10][CH2:9][N:8]([C:5]2[N:4]=[C:3]([C:18]3[N:22]([CH3:23])[C:21]4[CH:24]=[CH:25][CH:26]=[CH:27][C:20]=4[N:19]=3)[CH:2]=[CH:7][N:6]=2)[CH2:13][CH2:12]1)=[O:15]. The catalyst class is: 19. (2) Reactant: [CH3:1][N:2]([CH3:21])[C:3]1[CH:8]=[CH:7][C:6]([C:9]2[O:10][C:11]3[C:12](=[C:14]([C:18](O)=[O:19])[CH:15]=[CH:16][CH:17]=3)[N:13]=2)=[CH:5][CH:4]=1.Cl.Cl.[NH2:24][CH:25]1[CH2:32][CH:31]2[N:33]([CH3:34])[CH:27]([CH2:28][CH2:29][CH2:30]2)[CH2:26]1.Cl.C(N=C=NCCCN(C)C)C.ON1C2C=CC=CC=2N=N1.CCN(C(C)C)C(C)C. Product: [CH3:34][N:33]1[CH:27]2[CH2:28][CH2:29][CH2:30][CH:31]1[CH2:32][CH:25]([NH:24][C:18]([C:14]1[CH:15]=[CH:16][CH:17]=[C:11]3[O:10][C:9]([C:6]4[CH:5]=[CH:4][C:3]([N:2]([CH3:21])[CH3:1])=[CH:8][CH:7]=4)=[N:13][C:12]=13)=[O:19])[CH2:26]2. The catalyst class is: 39. (3) Product: [Br:28][C:22]1[CH:21]=[C:20]2[C:25]([CH2:26][CH2:27][CH:18]([N:14]([CH:11]3[CH2:10][CH2:9][NH:8][CH2:13][CH2:12]3)[CH2:15][CH2:16][CH3:17])[CH2:19]2)=[CH:24][CH:23]=1. Reactant: C(OC([N:8]1[CH2:13][CH2:12][CH:11]([N:14]([CH:18]2[CH2:27][CH2:26][C:25]3[C:20](=[CH:21][C:22]([Br:28])=[CH:23][CH:24]=3)[CH2:19]2)[CH2:15][CH2:16][CH3:17])[CH2:10][CH2:9]1)=O)(C)(C)C.FC(F)(F)C(O)=O. The catalyst class is: 2. (4) The catalyst class is: 85. Product: [CH3:18][O:19][C:20]([C:22]1[CH:31]=[CH:30][C:29]2[C:24](=[C:25]([O:32][CH2:1][CH2:2][CH2:3][CH2:4][CH2:5][CH2:6][CH2:7][CH2:8][CH2:9][CH2:10][CH2:11][CH3:12])[CH:26]=[CH:27][CH:28]=2)[N:23]=1)=[O:21]. Reactant: [CH2:1](Br)[CH2:2][CH2:3][CH2:4][CH2:5][CH2:6][CH2:7][CH2:8][CH2:9][CH2:10][CH2:11][CH3:12].[Na+].[I-].[H-].[Na+].[CH3:18][O:19][C:20]([C:22]1[CH:31]=[CH:30][C:29]2[C:24](=[C:25]([OH:32])[CH:26]=[CH:27][CH:28]=2)[N:23]=1)=[O:21]. (5) Reactant: [C:1]12([NH:11][C:12]3[CH:17]=[C:16](Cl)[N:15]=[CH:14][N:13]=3)[CH2:10][CH:5]3[CH2:6][CH:7]([CH2:9][CH:3]([CH2:4]3)[CH2:2]1)[CH2:8]2.[CH3:19][O:20][C:21]1[CH:26]=[CH:25][C:24]([NH2:27])=[CH:23][CH:22]=1.C1C=CC(P(C2C(C3C(P(C4C=CC=CC=4)C4C=CC=CC=4)=CC=C4C=3C=CC=C4)=C3C(C=CC=C3)=CC=2)C2C=CC=CC=2)=CC=1. Product: [C:1]12([NH:11][C:12]3[CH:17]=[C:16]([NH:27][C:24]4[CH:25]=[CH:26][C:21]([O:20][CH3:19])=[CH:22][CH:23]=4)[N:15]=[CH:14][N:13]=3)[CH2:10][CH:5]3[CH2:6][CH:7]([CH2:9][CH:3]([CH2:4]3)[CH2:2]1)[CH2:8]2. The catalyst class is: 222. (6) Reactant: [CH2:1]([NH:8][CH:9]1[CH2:14][CH:13]([C:15]2[CH:20]=[CH:19][N:18]=[CH:17][C:16]=2[N+:21]([O-:23])=[O:22])[O:12][CH:11]([CH3:24])[CH:10]1[OH:25])[C:2]1[CH:7]=[CH:6][CH:5]=[CH:4][CH:3]=1.N1C=CN=C1.[C:31]([Si:35](Cl)([CH3:37])[CH3:36])([CH3:34])([CH3:33])[CH3:32].O. Product: [CH2:1]([NH:8][CH:9]1[CH2:14][CH:13]([C:15]2[CH:20]=[CH:19][N:18]=[CH:17][C:16]=2[N+:21]([O-:23])=[O:22])[O:12][CH:11]([CH3:24])[CH:10]1[O:25][Si:35]([C:31]([CH3:34])([CH3:33])[CH3:32])([CH3:37])[CH3:36])[C:2]1[CH:3]=[CH:4][CH:5]=[CH:6][CH:7]=1. The catalyst class is: 3.